This data is from Full USPTO retrosynthesis dataset with 1.9M reactions from patents (1976-2016). The task is: Predict the reactants needed to synthesize the given product. (1) Given the product [CH3:1][O:2][CH2:3][CH2:4][O:5][C:6]1[CH:11]=[CH:10][C:9]2[N:12]=[C:35]([C:34]3[CH:33]=[CH:32][C:31]([C:29]([NH:28][C:24]4[CH:25]=[C:26]5[C:21](=[CH:22][CH:23]=4)[NH:20][C:19](=[O:18])[CH2:27]5)=[O:30])=[CH:38][CH:37]=3)[NH:15][C:8]=2[CH:7]=1, predict the reactants needed to synthesize it. The reactants are: [CH3:1][O:2][CH2:3][CH2:4][O:5][C:6]1[CH:11]=[CH:10][C:9]([N+:12]([O-])=O)=[C:8]([N+:15]([O-])=O)[CH:7]=1.[O:18]=[C:19]1[CH2:27][C:26]2[C:21](=[CH:22][CH:23]=[C:24]([NH:28][C:29]([C:31]3[CH:38]=[CH:37][C:34]([CH:35]=O)=[CH:33][CH:32]=3)=[O:30])[CH:25]=2)[NH:20]1. (2) Given the product [C:27]1([C:14]2([CH2:13][O:12][CH2:11][C:9]3[CH:10]=[CH:2][CH:3]=[C:4]4[C:8]=3[N:7]([CH2:33][O:34][CH2:35][CH2:36][Si:37]([CH3:40])([CH3:39])[CH3:38])[N:6]=[CH:5]4)[CH2:19][CH2:18][N:17]([C:20]([O:22][C:23]([CH3:26])([CH3:25])[CH3:24])=[O:21])[CH2:16][CH2:15]2)[CH:32]=[CH:31][CH:30]=[CH:29][CH:28]=1, predict the reactants needed to synthesize it. The reactants are: Br[C:2]1[CH:3]=[C:4]2[C:8](=[C:9]([CH2:11][O:12][CH2:13][C:14]3([C:27]4[CH:32]=[CH:31][CH:30]=[CH:29][CH:28]=4)[CH2:19][CH2:18][N:17]([C:20]([O:22][C:23]([CH3:26])([CH3:25])[CH3:24])=[O:21])[CH2:16][CH2:15]3)[CH:10]=1)[N:7]([CH2:33][O:34][CH2:35][CH2:36][Si:37]([CH3:40])([CH3:39])[CH3:38])[N:6]=[CH:5]2.C([Li])(C)(C)C.